Dataset: Peptide-MHC class I binding affinity with 185,985 pairs from IEDB/IMGT. Task: Regression. Given a peptide amino acid sequence and an MHC pseudo amino acid sequence, predict their binding affinity value. This is MHC class I binding data. (1) The binding affinity (normalized) is 0.660. The peptide sequence is IFRLMRTNF. The MHC is HLA-A24:02 with pseudo-sequence HLA-A24:02. (2) The peptide sequence is EMVELRILL. The MHC is HLA-A02:06 with pseudo-sequence HLA-A02:06. The binding affinity (normalized) is 0.536. (3) The peptide sequence is SEIDLILGY. The MHC is HLA-A11:01 with pseudo-sequence HLA-A11:01. The binding affinity (normalized) is 0.115. (4) The peptide sequence is PTNKLQAAV. The MHC is HLA-A02:01 with pseudo-sequence HLA-A02:01. The binding affinity (normalized) is 0.190. (5) The MHC is HLA-A26:03 with pseudo-sequence HLA-A26:03. The peptide sequence is SEFWLNYTA. The binding affinity (normalized) is 0.0847. (6) The peptide sequence is SPLTWFRPL. The MHC is HLA-B07:02 with pseudo-sequence HLA-B07:02. The binding affinity (normalized) is 1.00. (7) The peptide sequence is YPITADKRI. The MHC is HLA-B58:01 with pseudo-sequence HLA-B58:01. The binding affinity (normalized) is 0.0847.